This data is from Full USPTO retrosynthesis dataset with 1.9M reactions from patents (1976-2016). The task is: Predict the reactants needed to synthesize the given product. (1) Given the product [C:23]([C:7]1[C:8]2[C:13](=[CH:12][CH:11]=[C:10]([O:16][C:17]3[CH:22]=[CH:21][CH:20]=[CH:19][CH:18]=3)[CH:9]=2)[C:14]([OH:15])=[C:5]([C:3]([NH:25][CH2:26][CH2:27][C@H:28]([OH:32])[C:29]([OH:31])=[O:30])=[O:4])[N:6]=1)#[N:24], predict the reactants needed to synthesize it. The reactants are: CO[C:3]([C:5]1[N:6]=[C:7]([C:23]#[N:24])[C:8]2[C:13]([C:14]=1[OH:15])=[CH:12][CH:11]=[C:10]([O:16][C:17]1[CH:22]=[CH:21][CH:20]=[CH:19][CH:18]=1)[CH:9]=2)=[O:4].[NH2:25][CH2:26][CH2:27][C@H:28]([OH:32])[C:29]([OH:31])=[O:30].C[O-].[Na+].CO.Cl. (2) Given the product [CH3:15][C:16]1[C:20]([CH2:21][C:22]2[CH:27]=[CH:26][CH:25]=[C:24]([C:28]([F:30])([F:29])[F:31])[C:23]=2[CH3:32])=[C:19]2[N:33]=[C:2]([CH:9]3[CH2:10][CH2:11][O:12][CH2:13][CH2:14]3)[CH:3]=[C:4]([OH:6])[N:18]2[N:17]=1, predict the reactants needed to synthesize it. The reactants are: O=[C:2]([CH:9]1[CH2:14][CH2:13][O:12][CH2:11][CH2:10]1)[CH2:3][C:4]([O:6]CC)=O.[CH3:15][C:16]1[C:20]([CH2:21][C:22]2[CH:27]=[CH:26][CH:25]=[C:24]([C:28]([F:31])([F:30])[F:29])[C:23]=2[CH3:32])=[C:19]([NH2:33])[NH:18][N:17]=1. (3) Given the product [C:1]([O:5][C:6]([N:8]1[CH2:12][CH2:11][C@@H:10]([N:13]([CH3:35])[C:14](=[O:31])[C:15]2[CH:16]=[CH:17][C:18]([N:21]3[C:25]4[CH:26]=[CH:27][CH:28]=[CH:29][C:24]=4[N:23]=[C:22]3[CH3:30])=[CH:19][CH:20]=2)[CH2:9]1)=[O:7])([CH3:4])([CH3:3])[CH3:2], predict the reactants needed to synthesize it. The reactants are: [C:1]([O:5][C:6]([N:8]1[CH2:12][CH2:11][C@@H:10]([NH:13][C:14](=[O:31])[C:15]2[CH:20]=[CH:19][C:18]([N:21]3[C:25]4[CH:26]=[CH:27][CH:28]=[CH:29][C:24]=4[N:23]=[C:22]3[CH3:30])=[CH:17][CH:16]=2)[CH2:9]1)=[O:7])([CH3:4])([CH3:3])[CH3:2].[H-].[Na+].I[CH3:35]. (4) Given the product [Br:1][C:2]1[C:7]([C:8]([NH:46][C@@H:44]2[CH2:45][C@@H:43]2[F:42])=[O:9])=[CH:6][C:5]([NH:11][C:12]([C:14]2[N:18]([CH3:19])[N:17]=[C:16]([C:20]([F:25])([F:26])[C:21]([F:23])([F:24])[F:22])[C:15]=2[C:27]([F:30])([F:28])[F:29])=[O:13])=[N:4][CH:3]=1, predict the reactants needed to synthesize it. The reactants are: [Br:1][C:2]1[C:7]([C:8](O)=[O:9])=[CH:6][C:5]([NH:11][C:12]([C:14]2[N:18]([CH3:19])[N:17]=[C:16]([C:20]([F:26])([F:25])[C:21]([F:24])([F:23])[F:22])[C:15]=2[C:27]([F:30])([F:29])[F:28])=[O:13])=[N:4][CH:3]=1.CC1C=CC(S([O-])(=O)=O)=CC=1.[F:42][C@H:43]1[CH2:45][C@H:44]1[NH3+:46].CN(C(ON1N=NC2C=CC=NC1=2)=[N+](C)C)C.F[P-](F)(F)(F)(F)F.CCN(C(C)C)C(C)C. (5) Given the product [N:1]1([C:6]2[CH:7]=[N:8][C:9]3[N:10]([C:14]([C:17]4([C:20]5[CH:21]=[C:22]6[C:27](=[CH:28][CH:29]=5)[N:26]=[CH:25][CH:24]=[CH:23]6)[CH2:19][CH2:18]4)=[CH:15][N:12]=3)[CH:11]=2)[CH:5]=[CH:4][CH:3]=[N:2]1, predict the reactants needed to synthesize it. The reactants are: [N:1]1([C:6]2[CH:7]=[N:8][C:9]([NH2:12])=[N:10][CH:11]=2)[CH:5]=[CH:4][CH:3]=[N:2]1.Cl[CH:14]([C:17]1([C:20]2[CH:21]=[C:22]3[C:27](=[CH:28][CH:29]=2)[N:26]=[CH:25][CH:24]=[CH:23]3)[CH2:19][CH2:18]1)[CH:15]=O.